This data is from Reaction yield outcomes from USPTO patents with 853,638 reactions. The task is: Predict the reaction yield, written as a fraction of the theoretical maximum amount of product (1.0 means a 100% yield; for example, 0.34 means a 34% yield). (1) The reactants are [NH2:1][CH2:2][CH2:3][C:4]1[CH:9]=[CH:8][C:7]([S:10]([NH2:13])(=[O:12])=[O:11])=[CH:6][CH:5]=1.[CH3:14][C:15](O)=O.[C:18]1([CH:28]=O)[C:27]2[C:22](=[CH:23][CH:24]=[CH:25][CH:26]=2)[CH:21]=[CH:20][N:19]=1.[BH-](O[C:40]([CH3:42])=O)(OC(C)=O)OC(C)=O.[Na+].Cl[CH2:45][CH2:46]Cl. The catalyst is O. The product is [C:18]1([CH2:28][N:1]([CH2:21][C:20]2[C:14]3[C:15](=[CH:45][CH:46]=[CH:40][CH:42]=3)[CH:27]=[CH:18][N:19]=2)[CH2:2][CH2:3][C:4]2[CH:5]=[CH:6][C:7]([S:10]([NH2:13])(=[O:11])=[O:12])=[CH:8][CH:9]=2)[C:27]2[C:22](=[CH:23][CH:24]=[CH:25][CH:26]=2)[CH:21]=[CH:20][N:19]=1. The yield is 0.770. (2) The reactants are Cl[C:2]1[N:7]=[C:6]([NH:8][C:9]2[CH:14]=[CH:13][CH:12]=[CH:11][C:10]=2[NH:15][C:16](=[O:19])[CH:17]=[CH2:18])[C:5]([C:20]([F:23])([F:22])[F:21])=[CH:4][N:3]=1.[NH2:24][C:25]1[CH:26]=[C:27]([CH:31]=[CH:32][C:33]=1[CH3:34])[C:28]([NH2:30])=[O:29].CO.C(Cl)Cl. The catalyst is CC1C=CC(S(O)(=O)=O)=CC=1.O1CCOCC1. The product is [C:16]([NH:15][C:10]1[CH:11]=[CH:12][CH:13]=[CH:14][C:9]=1[NH:8][C:6]1[C:5]([C:20]([F:23])([F:22])[F:21])=[CH:4][N:3]=[C:2]([NH:24][C:25]2[CH:26]=[C:27]([CH:31]=[CH:32][C:33]=2[CH3:34])[C:28]([NH2:30])=[O:29])[N:7]=1)(=[O:19])[CH:17]=[CH2:18]. The yield is 0.440. (3) The reactants are C([O:3][C:4]([C:6]1[C:7]([C:12]2[CH:17]=[CH:16][N:15]=[CH:14][N:13]=2)=[N:8][O:9][C:10]=1[CH3:11])=[O:5])C.COC(=O)C1C=CN=C(OCC2C(C3C=CC=CC=3)=NOC=2C)C=1. No catalyst specified. The product is [CH3:11][C:10]1[O:9][N:8]=[C:7]([C:12]2[CH:17]=[CH:16][N:15]=[CH:14][N:13]=2)[C:6]=1[C:4]([OH:5])=[O:3]. The yield is 0.730. (4) The product is [C:20]1([CH2:19][N:16]2[CH2:17][CH2:18][CH:13]([CH2:12][NH:11][C:2]3[C:6]4[CH:7]=[CH:8][CH:9]=[CH:10][C:5]=4[O:4][N:3]=3)[CH2:14][CH2:15]2)[CH:21]=[CH:22][CH:23]=[CH:24][CH:25]=1. The catalyst is CS(C)=O.CCOC(C)=O. The reactants are Cl[C:2]1[C:6]2[CH:7]=[CH:8][CH:9]=[CH:10][C:5]=2[O:4][N:3]=1.[NH2:11][CH2:12][CH:13]1[CH2:18][CH2:17][N:16]([CH2:19][C:20]2[CH:25]=[CH:24][CH:23]=[CH:22][CH:21]=2)[CH2:15][CH2:14]1.C([O-])([O-])=O.[K+].[K+].O. The yield is 0.170. (5) The reactants are [C:1]1([NH:7][C:8]([NH:10][C:11]2[CH:16]=[CH:15][C:14]([C:17]3[C:21]([C:22]4[CH:27]=[CH:26][N:25]=[C:24]5[NH:28][CH:29]=[CH:30][C:23]=45)=[CH:20][N:19](CC=C)[N:18]=3)=[CH:13][CH:12]=2)=[O:9])[CH:6]=[CH:5][CH:4]=[CH:3][CH:2]=1.[CH3:34][C:35]([CH3:37])=[O:36].O.C[N+]1([O-])CC[O:43]CC1. The catalyst is C(O)(C)(C)C.[Os](=O)(=O)(=O)=O. The product is [OH:36][CH:35]([CH2:37][OH:43])[CH2:34][N:19]1[CH:20]=[C:21]([C:22]2[CH:27]=[CH:26][N:25]=[C:24]3[NH:28][CH:29]=[CH:30][C:23]=23)[C:17]([C:14]2[CH:15]=[CH:16][C:11]([NH:10][C:8]([NH:7][C:1]3[CH:6]=[CH:5][CH:4]=[CH:3][CH:2]=3)=[O:9])=[CH:12][CH:13]=2)=[N:18]1. The yield is 0.140.